Dataset: Reaction yield outcomes from USPTO patents with 853,638 reactions. Task: Predict the reaction yield, written as a fraction of the theoretical maximum amount of product (1.0 means a 100% yield; for example, 0.34 means a 34% yield). (1) The reactants are [C:1]1([CH2:7][CH2:8][C:9]([O:11]C2C=CC(C)=CC=2)=O)[CH:6]=[CH:5][CH:4]=[CH:3][CH:2]=1.[Cl-].[Al+3].[Cl-].[Cl-].[OH2:23]. The catalyst is C1(C)C=CC=CC=1. The product is [OH:23][C:4]1[CH:5]=[CH:6][C:1]([CH3:7])=[CH:2][C:3]=1[C:9](=[O:11])[CH2:8][CH2:7][C:1]1[CH:2]=[CH:3][CH:4]=[CH:5][CH:6]=1. The yield is 0.340. (2) The reactants are [NH:1]1[CH2:5][CH2:4][CH2:3][C:2]1=[O:6].C([Li])CCC.B(F)(F)F.[CH2:16]([CH:18]1[O:20][CH2:19]1)[Cl:17]. The catalyst is C1COCC1. The product is [Cl:17][CH2:16][CH:18]([OH:20])[CH2:19][N:1]1[CH2:5][CH2:4][CH2:3][C:2]1=[O:6]. The yield is 0.164. (3) The reactants are [CH3:1][O:2][C:3]([C:5]1[CH:6]=[C:7]2[C:12](=[CH:13][CH:14]=1)[N:11]=[CH:10][C:9]([O:15][C:16]1[C:21]([Cl:22])=[CH:20][C:19]([NH2:23])=[CH:18][C:17]=1[Cl:24])=[CH:8]2)=[O:4].[Cl:25][C:26]1[CH:31]=[C:30]([Cl:32])[CH:29]=[CH:28][C:27]=1[S:33](Cl)(=[O:35])=[O:34].N1C=CC=CC=1.C([O-])(O)=O.[Na+]. The catalyst is C(Cl)Cl. The product is [CH3:1][O:2][C:3]([C:5]1[CH:6]=[C:7]2[C:12](=[CH:13][CH:14]=1)[N:11]=[CH:10][C:9]([O:15][C:16]1[C:17]([Cl:24])=[CH:18][C:19]([NH:23][S:33]([C:27]3[CH:28]=[CH:29][C:30]([Cl:32])=[CH:31][C:26]=3[Cl:25])(=[O:35])=[O:34])=[CH:20][C:21]=1[Cl:22])=[CH:8]2)=[O:4]. The yield is 0.410. (4) The reactants are Cl.[NH2:2][C:3]([NH2:5])=[NH:4].[OH-:6].[Na+].[CH2:8]([O:15][C:16](Cl)=[O:17])[C:9]1[CH:14]=[CH:13][CH:12]=[CH:11][CH:10]=1. The catalyst is O.ClCCl. The product is [C:16]([NH:4][C:3]([NH:5][C:16]([O:15][CH2:8][C:9]1[CH:14]=[CH:13][CH:12]=[CH:11][CH:10]=1)=[O:6])=[NH:2])([O:15][CH2:8][C:9]1[CH:14]=[CH:13][CH:12]=[CH:11][CH:10]=1)=[O:17]. The yield is 0.750. (5) The reactants are [NH:1]1[CH2:6][CH2:5][CH:4]([CH2:7][OH:8])[CH2:3][CH2:2]1.[CH3:9][C:10]([O:13][C:14](O[C:14]([O:13][C:10]([CH3:12])([CH3:11])[CH3:9])=[O:15])=[O:15])([CH3:12])[CH3:11].O. The catalyst is C(Cl)Cl. The product is [OH:8][CH2:7][CH:4]1[CH2:5][CH2:6][N:1]([C:14]([O:13][C:10]([CH3:12])([CH3:11])[CH3:9])=[O:15])[CH2:2][CH2:3]1. The yield is 0.960.